This data is from Acute oral toxicity (LD50) regression data from Zhu et al.. The task is: Regression/Classification. Given a drug SMILES string, predict its toxicity properties. Task type varies by dataset: regression for continuous values (e.g., LD50, hERG inhibition percentage) or binary classification for toxic/non-toxic outcomes (e.g., AMES mutagenicity, cardiotoxicity, hepatotoxicity). Dataset: ld50_zhu. (1) The compound is CCc1nc(N)nc(N)c1-c1ccccc1. The rat oral LD50 is 3.23, given as -log10 of the dose in mol/kg body weight (higher means more acutely toxic). (2) The drug is CN1C(=O)CN=C(c2ccccc2F)c2cc(Cl)ccc21. The rat oral LD50 is 2.24, given as -log10 of the dose in mol/kg body weight (higher means more acutely toxic). (3) The drug is CC(C(=O)O)c1ccc2c(c1)C(=O)Cc1ccccc1O2. The rat oral LD50 is 3.42, given as -log10 of the dose in mol/kg body weight (higher means more acutely toxic). (4) The rat oral LD50 is 1.46, given as -log10 of the dose in mol/kg body weight (higher means more acutely toxic). The drug is Cc1[nH]c(=O)n(C(C)(C)C)c(=O)c1Cl. (5) The rat oral LD50 is 1.83, given as -log10 of the dose in mol/kg body weight (higher means more acutely toxic). The molecule is CC(C)CCO. (6) The molecule is CC(=O)c1ccc2c(c1)N(CCCN1CCOCC1)c1ccccc1S2. The rat oral LD50 is 2.17, given as -log10 of the dose in mol/kg body weight (higher means more acutely toxic).